Dataset: Full USPTO retrosynthesis dataset with 1.9M reactions from patents (1976-2016). Task: Predict the reactants needed to synthesize the given product. Given the product [Br:32][C:31]([Br:33])=[CH:7][C:6]1[CH:1]=[CH:2][C:3]2[O:11][CH2:10][O:9][C:4]=2[CH:5]=1, predict the reactants needed to synthesize it. The reactants are: [CH:1]1[C:6]([CH:7]=O)=[CH:5][C:4]2[O:9][CH2:10][O:11][C:3]=2[CH:2]=1.C1(P(C2C=CC=CC=2)C2C=CC=CC=2)C=CC=CC=1.[C:31](Br)(Br)([Br:33])[Br:32].